From a dataset of Catalyst prediction with 721,799 reactions and 888 catalyst types from USPTO. Predict which catalyst facilitates the given reaction. Reactant: [CH2:1]([N:5]([CH2:26][CH2:27][CH2:28][CH3:29])[C:6]1[CH:11]=[CH:10][C:9]([CH:12]=[CH:13][C:14]2[C:21]([CH3:22])=[CH:20][C:17]([CH:18]=O)=[C:16]([CH3:23])[CH:15]=2)=[C:8]([O:24][CH3:25])[CH:7]=1)[CH2:2][CH2:3][CH3:4].[C:30]([C:32]1[C:33](=[C:40]([C:43]#[N:44])[C:41]#[N:42])[O:34][C:35]([CH3:39])([CH3:38])[C:36]=1[CH3:37])#[N:31].C([O-])(=O)C.[NH4+]. Product: [CH2:26]([N:5]([CH2:1][CH2:2][CH2:3][CH3:4])[C:6]1[CH:11]=[CH:10][C:9]([CH:12]=[CH:13][C:14]2[C:21]([CH3:22])=[CH:20][C:17]([CH:18]=[CH:37][C:36]3[C:35]([CH3:38])([CH3:39])[O:34][C:33](=[C:40]([C:41]#[N:42])[C:43]#[N:44])[C:32]=3[C:30]#[N:31])=[C:16]([CH3:23])[CH:15]=2)=[C:8]([O:24][CH3:25])[CH:7]=1)[CH2:27][CH2:28][CH3:29]. The catalyst class is: 199.